From a dataset of Peptide-MHC class II binding affinity with 134,281 pairs from IEDB. Regression. Given a peptide amino acid sequence and an MHC pseudo amino acid sequence, predict their binding affinity value. This is MHC class II binding data. (1) The peptide sequence is NEIKNLIRKHFPERQ. The MHC is DRB1_0101 with pseudo-sequence DRB1_0101. The binding affinity (normalized) is 0.421. (2) The peptide sequence is AAIHEMFVNTLQMSS. The MHC is DRB1_0101 with pseudo-sequence DRB1_0101. The binding affinity (normalized) is 0.604. (3) The peptide sequence is STQLIMPVPGILLTG. The MHC is DRB1_1302 with pseudo-sequence DRB1_1302. The binding affinity (normalized) is 0.533. (4) The peptide sequence is GLFKSIQHLTSQEEI. The MHC is DRB1_1101 with pseudo-sequence DRB1_1101. The binding affinity (normalized) is 0.742. (5) The MHC is HLA-DPA10201-DPB11401 with pseudo-sequence HLA-DPA10201-DPB11401. The binding affinity (normalized) is 0.506. The peptide sequence is NVVKSGIFLSVAAGN. (6) The peptide sequence is DEYVEQVAQYKALPV. The MHC is HLA-DPA10201-DPB10101 with pseudo-sequence HLA-DPA10201-DPB10101. The binding affinity (normalized) is 0.314. (7) The peptide sequence is FHSTKEEFIRLLRNR. The MHC is DRB1_0101 with pseudo-sequence DRB1_0101. The binding affinity (normalized) is 0.477. (8) The MHC is DRB1_1302 with pseudo-sequence DRB1_1302. The peptide sequence is GLDVVDAVSNALIKS. The binding affinity (normalized) is 0.898. (9) The peptide sequence is VFLEGVSVDNISLLP. The MHC is DRB1_0101 with pseudo-sequence DRB1_0101. The binding affinity (normalized) is 0.551. (10) The peptide sequence is ATAAAIQLKCSDSMP. The MHC is DRB1_1501 with pseudo-sequence DRB1_1501. The binding affinity (normalized) is 0.308.